Dataset: Peptide-MHC class I binding affinity with 185,985 pairs from IEDB/IMGT. Task: Regression. Given a peptide amino acid sequence and an MHC pseudo amino acid sequence, predict their binding affinity value. This is MHC class I binding data. (1) The peptide sequence is ARVAASLAK. The MHC is HLA-A03:01 with pseudo-sequence HLA-A03:01. The binding affinity (normalized) is 0.0847. (2) The peptide sequence is GQLFSFFEEV. The MHC is HLA-A02:01 with pseudo-sequence HLA-A02:01. The binding affinity (normalized) is 0.676. (3) The peptide sequence is DEEEAIVAYT. The MHC is Mamu-A11 with pseudo-sequence Mamu-A11. The binding affinity (normalized) is 0. (4) The peptide sequence is FSFFMNENF. The MHC is HLA-B51:01 with pseudo-sequence HLA-B51:01. The binding affinity (normalized) is 0.0847. (5) The peptide sequence is HVIQNAFRK. The MHC is HLA-A24:03 with pseudo-sequence HLA-A24:03. The binding affinity (normalized) is 0.213. (6) The binding affinity (normalized) is 0.0847. The peptide sequence is YSTVRDLFL. The MHC is HLA-A03:01 with pseudo-sequence HLA-A03:01. (7) The peptide sequence is DPKVKQWPL. The MHC is HLA-A02:02 with pseudo-sequence HLA-A02:02. The binding affinity (normalized) is 0.149.